This data is from Forward reaction prediction with 1.9M reactions from USPTO patents (1976-2016). The task is: Predict the product of the given reaction. (1) Given the reactants Cl.[NH2:2][C:3]1[S:4][CH:5]=[C:6]([C:8]2[CH:13]=[CH:12][C:11]([NH:14][C:15]([CH2:17][N:18]([C:31]3[CH:36]=[CH:35][C:34]([O:37][CH3:38])=[CH:33][CH:32]=3)[C:19](=[O:30])[C:20]3[CH:29]=[CH:28][C:23]([C:24]([O:26]C)=[O:25])=[CH:22][CH:21]=3)=[O:16])=[CH:10][CH:9]=2)[N:7]=1.[OH-].[Na+:40], predict the reaction product. The product is: [NH2:2][C:3]1[S:4][CH:5]=[C:6]([C:8]2[CH:9]=[CH:10][C:11]([NH:14][C:15]([CH2:17][N:18]([C:31]3[CH:32]=[CH:33][C:34]([O:37][CH3:38])=[CH:35][CH:36]=3)[C:19](=[O:30])[C:20]3[CH:29]=[CH:28][C:23]([C:24]([O-:26])=[O:25])=[CH:22][CH:21]=3)=[O:16])=[CH:12][CH:13]=2)[N:7]=1.[Na+:40]. (2) Given the reactants P(N=[N+]=[N-])(=O)(OC1C=CC=CC=1)[O:2]C1C=CC=CC=1.C([N:22]([CH2:25][CH3:26])[CH2:23]C)C.[N+:27]([C:30]1[NH:34][N:33]=C(C(O)=O)C=1)([O-:29])=[O:28].C(=O)([O-])[O-].[K+].[K+].[C:44]([OH:48])([CH3:47])([CH3:46])[CH3:45], predict the reaction product. The product is: [N+:27]([C:30]1[NH:34][N:33]=[C:25]([NH:22][C:23](=[O:2])[O:48][C:44]([CH3:47])([CH3:46])[CH3:45])[CH:26]=1)([O-:29])=[O:28]. (3) The product is: [CH2:9]([N:6]1[CH2:7][CH2:8][C:3]([CH2:2][NH:1][C:17](=[O:18])[O:19][C:20]([CH3:23])([CH3:22])[CH3:21])([OH:16])[CH2:4][CH2:5]1)[C:10]1[CH:15]=[CH:14][CH:13]=[CH:12][CH:11]=1. Given the reactants [NH2:1][CH2:2][C:3]1([OH:16])[CH2:8][CH2:7][N:6]([CH2:9][C:10]2[CH:15]=[CH:14][CH:13]=[CH:12][CH:11]=2)[CH2:5][CH2:4]1.[C:17](O[C:17]([O:19][C:20]([CH3:23])([CH3:22])[CH3:21])=[O:18])([O:19][C:20]([CH3:23])([CH3:22])[CH3:21])=[O:18], predict the reaction product. (4) Given the reactants Cl[C:2]1[C:7]([Cl:8])=[C:6]([C:9]([F:12])([F:11])[F:10])[N:5]=[CH:4][N:3]=1.[CH3:13][O:14][C:15]1[CH:20]=[CH:19][C:18](B(O)O)=[CH:17][CH:16]=1.C(=O)([O-])O.[Na+].Cl, predict the reaction product. The product is: [Cl:8][C:7]1[C:2]([C:18]2[CH:19]=[CH:20][C:15]([O:14][CH3:13])=[CH:16][CH:17]=2)=[N:3][CH:4]=[N:5][C:6]=1[C:9]([F:12])([F:11])[F:10]. (5) Given the reactants [C:1]1([S:7]([N:10]2[C:14]3=[N:15][CH:16]=[CH:17][CH:18]=[C:13]3[CH:12]=[CH:11]2)(=[O:9])=[O:8])[CH:6]=[CH:5][CH:4]=[CH:3][CH:2]=1.C([N-]C(C)C)(C)C.[Li+].[CH3:27][CH:28]([CH3:32])[CH2:29][CH:30]=[O:31], predict the reaction product. The product is: [C:1]1([S:7]([N:10]2[C:14]3=[N:15][CH:16]=[CH:17][CH:18]=[C:13]3[CH:12]=[C:11]2[CH:30]([OH:31])[CH2:29][CH:28]([CH3:32])[CH3:27])(=[O:9])=[O:8])[CH:2]=[CH:3][CH:4]=[CH:5][CH:6]=1. (6) Given the reactants [F:1][C:2]([F:11])([F:10])[C:3]([CH3:9])([OH:8])[C:4]([F:7])([F:6])[F:5].C(N(CC)CC)C.[C:19](Cl)(=[O:23])[C:20]([CH3:22])=[CH2:21], predict the reaction product. The product is: [C:19]([O:8][C:3]([CH3:9])([C:4]([F:6])([F:5])[F:7])[C:2]([F:10])([F:11])[F:1])(=[O:23])[C:20]([CH3:22])=[CH2:21]. (7) Given the reactants [Li+].C[Si]([N-][Si](C)(C)C)(C)C.[CH3:11][CH:12]1[C:17](=[O:18])[CH2:16][CH2:15][N:14]([C:19]([O:21][CH2:22][C:23]2[CH:28]=[CH:27][CH:26]=[CH:25][CH:24]=2)=[O:20])[CH2:13]1.[F:29][C:30]([F:49])([F:48])[S:31](N(C1C=CC=CC=1)[S:31]([C:30]([F:49])([F:48])[F:29])(=[O:33])=[O:32])(=[O:33])=[O:32], predict the reaction product. The product is: [CH3:11][CH:12]1[CH2:13][N:14]([C:19]([O:21][CH2:22][C:23]2[CH:28]=[CH:27][CH:26]=[CH:25][CH:24]=2)=[O:20])[CH2:15][CH:16]=[C:17]1[O:18][S:31]([C:30]([F:49])([F:48])[F:29])(=[O:33])=[O:32].